From a dataset of Reaction yield outcomes from USPTO patents with 853,638 reactions. Predict the reaction yield, written as a fraction of the theoretical maximum amount of product (1.0 means a 100% yield; for example, 0.34 means a 34% yield). (1) The reactants are [NH2:1][C:2]1[C:11]2[C:6](=[C:7](Br)[CH:8]=[CH:9][CH:10]=2)[N:5]=[N:4][C:3]=1[C:13]([NH:15][CH:16]1[CH2:18][CH2:17]1)=[O:14].[CH3:19][O:20][C:21]1[CH:26]=[CH:25][N:24]=[CH:23][C:22]=1B(O)O. No catalyst specified. The product is [NH2:1][C:2]1[C:11]2[C:6](=[C:7]([C:22]3[CH:23]=[N:24][CH:25]=[CH:26][C:21]=3[O:20][CH3:19])[CH:8]=[CH:9][CH:10]=2)[N:5]=[N:4][C:3]=1[C:13]([NH:15][CH:16]1[CH2:18][CH2:17]1)=[O:14]. The yield is 0.330. (2) The reactants are C1(=CC[O:8][C:9]2[CH:18]=[CH:17][C:12]([C:13]([O:15][CH3:16])=[O:14])=[CH:11][CH:10]=2)CCCC1.C(N(CC)[C:22]1[CH:27]=[CH:26][CH:25]=[CH:24][CH:23]=1)C.[CH3:30]/C(/O[Si](C)(C)C)=N\[Si](C)(C)C. The catalyst is CCOCC. The product is [OH:8][C:9]1[CH:10]=[CH:11][C:12]([C:13]([O:15][CH3:16])=[O:14])=[CH:17][C:18]=1[C:26]1([CH:27]=[CH2:22])[CH2:25][CH2:24][CH2:23][CH2:30]1. The yield is 0.300. (3) The yield is 0.950. The catalyst is CO.O. The product is [CH:9]1([N:12]2[C:17](=[O:18])[C:16]3=[C:15]([NH:14][C:37]4[CH:42]=[CH:41][C:40]([I:43])=[CH:39][C:38]=4[F:44])[N:22]([CH3:23])[C:21](=[O:24])[C:20]([CH3:25])=[C:19]3[N:26]([C:27]3[CH:28]=[C:29]([NH:33][C:34](=[O:36])[CH3:35])[CH:30]=[CH:31][CH:32]=3)[C:13]2=[O:45])[CH2:11][CH2:10]1. The reactants are C[O-].[Na+].O1CCCC1.[CH:9]1([N:12]2[C:17](=[O:18])[C:16]3[C:19]([NH:26][C:27]4[CH:28]=[C:29]([NH:33][C:34](=[O:36])[CH3:35])[CH:30]=[CH:31][CH:32]=4)=[C:20]([CH3:25])[C:21](=[O:24])[N:22]([CH3:23])[C:15]=3[N:14]([C:37]3[CH:42]=[CH:41][C:40]([I:43])=[CH:39][C:38]=3[F:44])[C:13]2=[O:45])[CH2:11][CH2:10]1.C(O)(=O)C. (4) The reactants are [CH3:1][CH:2]1[CH2:8][C:7]2[CH:9]=[C:10]3[O:15][CH2:14][O:13][C:11]3=[CH:12][C:6]=2[C:5]([C:16]2[CH:21]=[CH:20][C:19]([N+:22]([O-:24])=[O:23])=[CH:18][CH:17]=2)=[N:4][N:3]1[C:25](=[S:28])[NH:26][NH2:27].Cl[CH2:30][C:31](=O)[CH3:32]. The catalyst is CN(C)C=O. The product is [CH3:1][CH:2]1[CH2:8][C:7]2[CH:9]=[C:10]3[O:15][CH2:14][O:13][C:11]3=[CH:12][C:6]=2[C:5]([C:16]2[CH:17]=[CH:18][C:19]([N+:22]([O-:24])=[O:23])=[CH:20][CH:21]=2)=[N:4][N:3]1[C:25]1[S:28][CH2:30][C:31]([CH3:32])=[N:27][N:26]=1. The yield is 0.670. (5) The reactants are [CH2:1]1N2CN3CN(C2)CN1C3.[C:11](O)(C(F)(F)F)=[O:12].[Br:18][C:19]1[CH:24]=[CH:23][C:22]([OH:25])=[CH:21][CH:20]=1.OS(O)(=O)=O.[OH2:31]. No catalyst specified. The product is [CH:1]([C:23]1[CH:24]=[C:19]([Br:18])[CH:20]=[C:21]([CH:11]=[O:12])[C:22]=1[OH:25])=[O:31]. The yield is 0.600. (6) The reactants are S(Cl)(Cl)=O.[CH3:5][O:6][C:7]([NH:9][C:10]1[CH:15]=[CH:14][CH:13]=[CH:12][C:11]=1[C@H:16]1[C@@H:25]([C:26]([OH:28])=[O:27])[C:24]2[C:19](=[CH:20][C:21]([O:31][CH3:32])=[C:22]([O:29][CH3:30])[CH:23]=2)[C:18](=[O:33])[N:17]1[CH3:34])=[O:8].[C:35](=O)(O)[O-].[Na+]. The catalyst is CO. The product is [CH3:5][O:6][C:7]([NH:9][C:10]1[CH:15]=[CH:14][CH:13]=[CH:12][C:11]=1[C@H:16]1[C@H:25]([C:26]([O:28][CH3:35])=[O:27])[C:24]2[C:19](=[CH:20][C:21]([O:31][CH3:32])=[C:22]([O:29][CH3:30])[CH:23]=2)[C:18](=[O:33])[N:17]1[CH3:34])=[O:8]. The yield is 0.960. (7) The reactants are [H-].[Na+].[O:3]1[CH:7]=[CH:6][CH:5]=[C:4]1[C:8](=[O:17])[CH2:9][C:10](OC(C)(C)C)=O.BrC[C:20]([O:22][CH2:23][CH3:24])=[O:21].Cl.FC(F)(F)C(O)=O.C(=O)(O)[O-].[Na+]. The catalyst is O1CCCC1.C1(C)C=CC=CC=1.C(OCC)(=O)C.CCCCCC. The product is [O:3]1[CH:7]=[CH:6][CH:5]=[C:4]1[C:8](=[O:17])[CH2:9][CH2:10][C:20]([O:22][CH2:23][CH3:24])=[O:21]. The yield is 0.790. (8) The reactants are [C:1]([O:5][C:6]([N:8]1[CH2:12][C:11]([F:14])([F:13])[CH2:10][CH:9]1[C:15]([OH:17])=[O:16])=[O:7])([CH3:4])([CH3:3])[CH3:2].[CH2:18](Br)[CH:19]=[CH2:20]. The catalyst is C(=O)(O)[O-].[Na+].[Cl-].C([N+](CCCCCCCC)(CCCCCCCC)C)CCCCCCC.ClCCl. The product is [C:1]([O:5][C:6]([N:8]1[CH2:12][C:11]([F:13])([F:14])[CH2:10][CH:9]1[C:15]([O:17][CH2:20][CH:19]=[CH2:18])=[O:16])=[O:7])([CH3:4])([CH3:2])[CH3:3]. The yield is 0.745. (9) The reactants are [CH3:1][O:2][C:3]1[CH:4]=[C:5]2[C:10](=[CH:11][CH:12]=1)[CH2:9][N:8]([C:13]1[N:14]=[C:15]([CH3:30])[N:16]([CH2:20][C:21]3[S:22][C:23]([C:26]([F:29])([F:28])[F:27])=[CH:24][CH:25]=3)[C:17](=[O:19])[N:18]=1)[CH2:7][C:6]2=O.S([O-])([O-])(=O)=O.[OH:37][NH3+:38].O[NH3+]. The catalyst is CO. The product is [OH:37][N:38]=[C:6]1[C:5]2[C:10](=[CH:11][CH:12]=[C:3]([O:2][CH3:1])[CH:4]=2)[CH2:9][N:8]([C:13]2[N:14]=[C:15]([CH3:30])[N:16]([CH2:20][C:21]3[S:22][C:23]([C:26]([F:29])([F:27])[F:28])=[CH:24][CH:25]=3)[C:17](=[O:19])[N:18]=2)[CH2:7]1. The yield is 0.610.